This data is from Forward reaction prediction with 1.9M reactions from USPTO patents (1976-2016). The task is: Predict the product of the given reaction. (1) Given the reactants [Cl-].COC1N=C(OC)N=C([N+]2(C)CCOCC2)N=1.[Cl:19][C:20]1[CH:21]=[C:22]([NH:35][C:36]2[CH:41]=[CH:40][CH:39]=[CH:38][C:37]=2[NH:42][C:43](=[O:49])[CH2:44][CH2:45][C:46](O)=[O:47])[CH:23]=[CH:24][C:25]=1[C:26](=[O:34])[C:27]1[CH:32]=[CH:31][CH:30]=[CH:29][C:28]=1[CH3:33].[NH2:50][CH2:51][CH2:52][CH2:53][CH2:54][CH2:55][CH2:56][OH:57].Cl, predict the reaction product. The product is: [Cl:19][C:20]1[CH:21]=[C:22]([NH:35][C:36]2[CH:41]=[CH:40][CH:39]=[CH:38][C:37]=2[NH:42][C:43](=[O:49])[CH2:44][CH2:45][C:46]([NH:50][CH2:51][CH2:52][CH2:53][CH2:54][CH2:55][CH2:56][OH:57])=[O:47])[CH:23]=[CH:24][C:25]=1[C:26](=[O:34])[C:27]1[CH:32]=[CH:31][CH:30]=[CH:29][C:28]=1[CH3:33]. (2) Given the reactants [CH2:1]([C:3]([C:25]1[CH:30]=[CH:29][C:28](B2OC(C)(C)C(C)(C)O2)=[C:27]([CH3:40])[CH:26]=1)([C:6]1[CH:11]=[CH:10][C:9]([C:12]#[C:13][C:14]2([O:19][Si:20]([CH3:23])([CH3:22])[CH3:21])[CH2:18][CH2:17][CH2:16][CH2:15]2)=[C:8]([CH3:24])[CH:7]=1)[CH2:4][CH3:5])[CH3:2].[CH3:41][O:42][C:43](=[O:52])[CH2:44][C:45]1[CH:50]=[CH:49][C:48](Br)=[CH:47][N:46]=1.P([O-])([O-])([O-])=O.[K+].[K+].[K+].[Cl-].[NH4+], predict the reaction product. The product is: [CH3:41][O:42][C:43](=[O:52])[CH2:44][C:45]1[CH:50]=[CH:49][C:48]([C:28]2[CH:29]=[CH:30][C:25]([C:3]([CH2:1][CH3:2])([C:6]3[CH:11]=[CH:10][C:9]([C:12]#[C:13][C:14]4([O:19][Si:20]([CH3:22])([CH3:21])[CH3:23])[CH2:18][CH2:17][CH2:16][CH2:15]4)=[C:8]([CH3:24])[CH:7]=3)[CH2:4][CH3:5])=[CH:26][C:27]=2[CH3:40])=[CH:47][N:46]=1.